From a dataset of Peptide-MHC class I binding affinity with 185,985 pairs from IEDB/IMGT. Regression. Given a peptide amino acid sequence and an MHC pseudo amino acid sequence, predict their binding affinity value. This is MHC class I binding data. The peptide sequence is RVVVNQDYL. The MHC is H-2-Db with pseudo-sequence H-2-Db. The binding affinity (normalized) is 0.600.